Dataset: Forward reaction prediction with 1.9M reactions from USPTO patents (1976-2016). Task: Predict the product of the given reaction. (1) Given the reactants O[CH:2]([C:7]1[C:16]2[C:15](=[O:17])[N:14]([CH2:18][CH2:19][CH2:20][O:21][CH:22]3CCCC[O:23]3)[C:13](=[O:28])[N:12]([CH3:29])[C:11]=2[N:10]=[CH:9][C:8]=1[O:30][C:31]1[CH:36]=[CH:35][CH:34]=[C:33]([O:37][C:38]([F:41])([F:40])[F:39])[CH:32]=1)[CH2:3][CH:4]([CH3:6])[CH3:5], predict the reaction product. The product is: [CH:22]([O:21][CH2:20][CH2:19][CH2:18][N:14]1[C:15](=[O:17])[C:16]2[C:7]([CH2:2][CH2:3][CH:4]([CH3:6])[CH3:5])=[C:8]([O:30][C:31]3[CH:36]=[CH:35][CH:34]=[C:33]([O:37][C:38]([F:39])([F:40])[F:41])[CH:32]=3)[CH:9]=[N:10][C:11]=2[N:12]([CH3:29])[C:13]1=[O:28])=[O:23]. (2) Given the reactants [Cl-].O[NH3+:3].[C:4](=[O:7])([O-])[OH:5].[Na+].CS(C)=O.[F:13][C:14]1[CH:47]=[CH:46][C:45]([F:48])=[CH:44][C:15]=1[O:16][C:17]1[C:22](=[O:23])[N:21]([CH2:24][C:25]2[CH:30]=[CH:29][C:28]([C:31]3[C:32]([C:37]#[N:38])=[CH:33][CH:34]=[CH:35][CH:36]=3)=[CH:27][CH:26]=2)[C:20]([CH2:39][CH2:40][CH3:41])=[N:19][C:18]=1[CH2:42][CH3:43], predict the reaction product. The product is: [F:13][C:14]1[CH:47]=[CH:46][C:45]([F:48])=[CH:44][C:15]=1[O:16][C:17]1[C:22](=[O:23])[N:21]([CH2:24][C:25]2[CH:26]=[CH:27][C:28]([C:31]3[CH:36]=[CH:35][CH:34]=[CH:33][C:32]=3[C:37]3[NH:3][C:4](=[O:7])[O:5][N:38]=3)=[CH:29][CH:30]=2)[C:20]([CH2:39][CH2:40][CH3:41])=[N:19][C:18]=1[CH2:42][CH3:43].